Predict the product of the given reaction. From a dataset of Forward reaction prediction with 1.9M reactions from USPTO patents (1976-2016). Given the reactants C(O[C:9]1[C:14]([O:15][CH3:16])=[CH:13][CH:12]=[CH:11][C:10]=1[CH2:17][CH:18]([OH:28])[CH2:19][O:20][Si:21]([C:24]([CH3:27])([CH3:26])[CH3:25])([CH3:23])[CH3:22])C1C=CC=CC=1.[Si](OCC(O)CC1C=CC=C(OC)C=1O)(C(C)(C)C)(C)C.C1(O)C=CC=CC=1.C1(P(C2C=CC=CC=2)C2C=CC=CC=2)C=CC=CC=1.CCOC(/N=N/C(OCC)=O)=O, predict the reaction product. The product is: [C:24]([Si:21]([O:20][CH2:19][CH:18]1[CH2:17][C:10]2[CH:11]=[CH:12][CH:13]=[C:14]([O:15][CH3:16])[C:9]=2[O:28]1)([CH3:22])[CH3:23])([CH3:25])([CH3:26])[CH3:27].